Predict which catalyst facilitates the given reaction. From a dataset of Catalyst prediction with 721,799 reactions and 888 catalyst types from USPTO. (1) The catalyst class is: 841. Product: [CH:38]1([N:37]([CH2:36][CH:35]([O:44][CH3:45])[O:34][CH3:33])[C:30](=[O:32])[CH2:29][CH2:28][O:27][CH2:19][CH2:20][C:21]2[CH:22]=[CH:23][CH:24]=[CH:25][CH:26]=2)[CH2:43][CH2:42][CH2:41][CH2:40][CH2:39]1. Reactant: C(P1(=O)OP(CCC)(=O)OP(CCC)(=O)O1)CC.[CH2:19]([O:27][CH2:28][CH2:29][C:30]([OH:32])=O)[CH2:20][C:21]1[CH:26]=[CH:25][CH:24]=[CH:23][CH:22]=1.[CH3:33][O:34][CH:35]([O:44][CH3:45])[CH2:36][NH:37][CH:38]1[CH2:43][CH2:42][CH2:41][CH2:40][CH2:39]1.C(=O)([O-])O.[Na+]. (2) Reactant: [C:1]12([C:11]3[CH:12]=[C:13]([S:19][C:20]4[CH:25]=[CH:24][C:23]([CH2:26][C:27]([O:29]C)=[O:28])=[CH:22][CH:21]=4)[CH:14]=[CH:15][C:16]=3[O:17][CH3:18])[CH2:10][CH:5]3[CH2:6][CH:7]([CH2:9][CH:3]([CH2:4]3)[CH2:2]1)[CH2:8]2.[OH-].[Li+]. Product: [C:1]12([C:11]3[CH:12]=[C:13]([S:19][C:20]4[CH:25]=[CH:24][C:23]([CH2:26][C:27]([OH:29])=[O:28])=[CH:22][CH:21]=4)[CH:14]=[CH:15][C:16]=3[O:17][CH3:18])[CH2:2][CH:3]3[CH2:4][CH:5]([CH2:6][CH:7]([CH2:9]3)[CH2:8]1)[CH2:10]2. The catalyst class is: 20. (3) Reactant: [C:1]([C:3]1[CH:8]=[CH:7][C:6]([N:9]2[C:13](=[O:14])[NH:12][NH:11][C:10]2=[O:15])=[CH:5][CH:4]=1)#[CH:2].BrN1C(C)(C)C(=O)N(Br)C1=O. Product: [C:1]([C:3]1[CH:4]=[CH:5][C:6]([N:9]2[C:10](=[O:15])[N:11]=[N:12][C:13]2=[O:14])=[CH:7][CH:8]=1)#[CH:2]. The catalyst class is: 23. (4) Reactant: [Cl:1][C:2]1[N:7]=[CH:6][C:5]([CH2:8][N:9]2[C:13]([CH3:14])=[C:12]([C:15]3[CH:20]=[CH:19][C:18]([C:21]#[N:22])=[CH:17][CH:16]=3)[C:11]([C:23]#[N:24])=[C:10]2[CH:25]2[CH2:27][CH2:26]2)=[CH:4][C:3]=1[CH2:28][OH:29].[C:30]1(=[O:36])[O:35][C:33](=[O:34])[CH2:32][CH2:31]1.C(O)(=O)CC(CC(O)=O)(C(O)=O)O. Product: [Cl:1][C:2]1[C:3]([CH2:28][O:29][C:30](=[O:36])[CH2:31][CH2:32][C:33]([OH:35])=[O:34])=[CH:4][C:5]([CH2:8][N:9]2[C:13]([CH3:14])=[C:12]([C:15]3[CH:20]=[CH:19][C:18]([C:21]#[N:22])=[CH:17][CH:16]=3)[C:11]([C:23]#[N:24])=[C:10]2[CH:25]2[CH2:27][CH2:26]2)=[CH:6][N:7]=1. The catalyst class is: 17.